Dataset: Full USPTO retrosynthesis dataset with 1.9M reactions from patents (1976-2016). Task: Predict the reactants needed to synthesize the given product. Given the product [CH2:6]([O:5][C:50](=[O:51])[NH:38][C@@H:33]1[CH2:34][CH2:35][CH2:36][CH2:37][C@@H:32]1[NH:31][C:10](=[O:12])[CH2:9][NH:8][C:13]([O:15][C:16]([CH3:19])([CH3:18])[CH3:17])=[O:14])[C:7]1[CH:36]=[CH:37][CH:32]=[CH:33][CH:34]=1, predict the reactants needed to synthesize it. The reactants are: CN1[CH2:7][CH2:6][O:5]CC1.[NH:8]([C:13]([O:15][C:16]([CH3:19])([CH3:18])[CH3:17])=[O:14])[CH2:9][C:10]([OH:12])=O.CN([P+](O[N:31]1N=[N:38][C:33]2[CH:34]=[CH:35][CH:36]=[CH:37][C:32]1=2)(N(C)C)N(C)C)C.F[P-](F)(F)(F)(F)F.CN([CH:50]=[O:51])C.